From a dataset of Catalyst prediction with 721,799 reactions and 888 catalyst types from USPTO. Predict which catalyst facilitates the given reaction. The catalyst class is: 19. Product: [NH:8]1[CH2:14][CH2:13][CH2:12][CH2:11][CH:10]([CH2:15][OH:16])[CH2:9]1. Reactant: C([N:8]1[CH2:14][CH2:13][CH2:12][CH2:11][CH:10]([CH2:15][OH:16])[CH2:9]1)C1C=CC=CC=1.